From a dataset of Full USPTO retrosynthesis dataset with 1.9M reactions from patents (1976-2016). Predict the reactants needed to synthesize the given product. (1) Given the product [CH3:1][O:2][C:3]1[CH:8]=[CH:7][C:6]([C:9]2[CH:10]=[C:11]3[C:16]4=[C:17]([C@@H:19]5[CH2:24][N:23]([CH3:31])[CH2:22][CH2:21][C@@H:20]5[N:15]4[CH2:14][CH2:13][CH2:12]3)[CH:18]=2)=[C:5]([C:25]([F:28])([F:26])[F:27])[CH:4]=1, predict the reactants needed to synthesize it. The reactants are: [CH3:1][O:2][C:3]1[CH:8]=[CH:7][C:6]([C:9]2[CH:10]=[C:11]3[C:16]4=[C:17]([C@@H:19]5[CH2:24][NH:23][CH2:22][CH2:21][C@@H:20]5[N:15]4[CH2:14][CH2:13][CH2:12]3)[CH:18]=2)=[C:5]([C:25]([F:28])([F:27])[F:26])[CH:4]=1.C=O.[CH:31](O)=O.[OH-].[Na+]. (2) Given the product [CH:24]1([CH2:27][NH:28][C:2]2[N:10]=[C:9]([F:11])[N:8]=[C:7]3[C:3]=2[N:4]=[CH:5][N:6]3[CH:12]([CH3:14])[CH3:13])[CH2:26][CH2:25]1, predict the reactants needed to synthesize it. The reactants are: Cl[C:2]1[N:10]=[C:9]([F:11])[N:8]=[C:7]2[C:3]=1[N:4]=[CH:5][N:6]2[CH:12]([CH3:14])[CH3:13].C(N(C(C)C)CC)(C)C.[CH:24]1([CH2:27][NH2:28])[CH2:26][CH2:25]1. (3) Given the product [CH3:1][C:2]1[N:3]=[C:4]([NH:7][C:8]2[CH:9]=[C:10]([CH2:11][OH:12])[CH:15]=[CH:16][N:17]=2)[S:5][CH:6]=1, predict the reactants needed to synthesize it. The reactants are: [CH3:1][C:2]1[N:3]=[C:4]([NH:7][C:8]2[CH:9]=[C:10]([CH:15]=[CH:16][N:17]=2)[C:11](OC)=[O:12])[S:5][CH:6]=1.[H-].C([Al+]CC(C)C)C(C)C. (4) Given the product [Cl:1][C:2]1[CH:7]=[CH:6][C:5]([C@:8]2([O:17][C@H:16]([CH2:18][OH:19])[C@@H:14]([OH:15])[C@H:12]([OH:13])[C@H:10]2[OH:11])[OH:9])=[CH:4][C:3]=1[CH2:20][C:21]1[CH:26]=[CH:25][C:24]([O:27][C@@H:28]2[CH2:32][CH2:31][CH2:30][C@@H:29]2[OH:33])=[CH:23][CH:22]=1, predict the reactants needed to synthesize it. The reactants are: [Cl:1][C:2]1[CH:7]=[CH:6][C:5]([C@:8]2([O:17][C@H:16]([CH2:18][OH:19])[C@@H:14]([OH:15])[C@H:12]([OH:13])[C@H:10]2[OH:11])[OH:9])=[CH:4][C:3]=1[CH2:20][C:21]1[CH:26]=[CH:25][C:24]([O:27][CH:28]2[CH2:32][CH2:31][CH2:30][C:29]2=[O:33])=[CH:23][CH:22]=1. (5) Given the product [F:32][C:33]1[CH:34]=[C:35]([NH:40][C:41](=[O:42])[N:12]([CH2:13][C:14]2[CH:22]=[CH:21][CH:20]=[C:19]3[C:15]=2[CH2:16][N:17]([CH:24]2[CH2:29][CH2:28][C:27](=[O:30])[NH:26][C:25]2=[O:31])[C:18]3=[O:23])[CH3:11])[CH:36]=[C:37]([F:39])[CH:38]=1, predict the reactants needed to synthesize it. The reactants are: C(N(C(C)C)CC)(C)C.Cl.[CH3:11][NH:12][CH2:13][C:14]1[CH:22]=[CH:21][CH:20]=[C:19]2[C:15]=1[CH2:16][N:17]([CH:24]1[CH2:29][CH2:28][C:27](=[O:30])[NH:26][C:25]1=[O:31])[C:18]2=[O:23].[F:32][C:33]1[CH:34]=[C:35]([N:40]=[C:41]=[O:42])[CH:36]=[C:37]([F:39])[CH:38]=1. (6) Given the product [CH3:1][O:2][C:3]1[CH:4]=[C:5]2[C:10](=[CH:11][C:12]=1[O:13][CH3:14])[N:9]=[CH:8][N:7]=[C:6]2[O:15][C:16]1[CH:22]=[CH:21][C:19]([NH:20][C:28]([NH:39][CH2:36][CH2:37][CH3:38])=[O:34])=[C:18]([F:23])[CH:17]=1, predict the reactants needed to synthesize it. The reactants are: [CH3:1][O:2][C:3]1[CH:4]=[C:5]2[C:10](=[CH:11][C:12]=1[O:13][CH3:14])[N:9]=[CH:8][N:7]=[C:6]2[O:15][C:16]1[CH:22]=[CH:21][C:19]([NH2:20])=[C:18]([F:23])[CH:17]=1.ClC(Cl)(O[C:28](=[O:34])OC(Cl)(Cl)Cl)Cl.[CH2:36]([NH2:39])[CH2:37][CH3:38].CO. (7) Given the product [CH:2]([C@:3]1([CH3:18])[CH2:7][CH2:6][CH2:5][N:4]1[C:8]([O:10][CH2:11][C:12]1[CH:17]=[CH:16][CH:15]=[CH:14][CH:13]=1)=[O:9])=[O:1], predict the reactants needed to synthesize it. The reactants are: [OH:1][CH2:2][C@:3]1([CH3:18])[CH2:7][CH2:6][CH2:5][N:4]1[C:8]([O:10][CH2:11][C:12]1[CH:17]=[CH:16][CH:15]=[CH:14][CH:13]=1)=[O:9].N1C=CC=CC=1.CC(OI1(OC(C)=O)(OC(C)=O)OC(=O)C2C=CC=CC1=2)=O.S([O-])([O-])(=O)=S.[Na+].[Na+]. (8) Given the product [OH:25][CH2:24][CH2:26][NH:27][C:46]([C:2]1[CH:3]=[CH:4][C:5]2[O:14][CH2:13][CH2:12][C:11]3[S:10][C:9]([C:15]4[N:16]([CH:20]([CH3:22])[CH3:21])[N:17]=[CH:18][N:19]=4)=[N:8][C:7]=3[C:6]=2[CH:23]=1)=[O:47], predict the reactants needed to synthesize it. The reactants are: Br[C:2]1[CH:3]=[CH:4][C:5]2[O:14][CH2:13][CH2:12][C:11]3[S:10][C:9]([C:15]4[N:16]([CH:20]([CH3:22])[CH3:21])[N:17]=[CH:18][N:19]=4)=[N:8][C:7]=3[C:6]=2[CH:23]=1.[CH2:24]([CH2:26][NH2:27])[OH:25].C1(P(C2C=CC=CC=2)C2C3[O:47][C:46]4C(=CC=CC=4P(C4C=CC=CC=4)C4C=CC=CC=4)C(C)(C)C=3C=CC=2)C=CC=CC=1.C(=O)([O-])[O-].[Na+].[Na+]. (9) Given the product [F:1][C:2]1([F:18])[CH2:6][CH2:5][C:4]([OH:17])([C:7]([OH:9])=[O:8])[CH2:3]1, predict the reactants needed to synthesize it. The reactants are: [F:1][C:2]1([F:18])[CH2:6][CH2:5][C:4]([OH:17])([C:7]([O:9]CC2C=CC=CC=2)=[O:8])[CH2:3]1.